Task: Predict the reaction yield, written as a fraction of the theoretical maximum amount of product (1.0 means a 100% yield; for example, 0.34 means a 34% yield).. Dataset: Reaction yield outcomes from USPTO patents with 853,638 reactions (1) The reactants are [CH3:1][C:2]1[S:6][C:5]([C:7]2[CH:12]=[CH:11][CH:10]=[CH:9][CH:8]=2)=[N:4][C:3]=1[CH2:13][O:14][C:15]1[CH:22]=[CH:21][C:18]([C:19]#N)=[CH:17][N:16]=1.C1(C)C=CC=CC=1.[H-].C([Al+]CC(C)C)C(C)C.[Cl-].[NH4+].C(OCC)(=[O:44])C. The catalyst is CCCCCC. The product is [CH3:1][C:2]1[S:6][C:5]([C:7]2[CH:12]=[CH:11][CH:10]=[CH:9][CH:8]=2)=[N:4][C:3]=1[CH2:13][O:14][C:15]1[CH:22]=[CH:21][C:18]([CH:19]=[O:44])=[CH:17][N:16]=1. The yield is 0.780. (2) The reactants are [Cl:1][C:2]1[CH:7]=[CH:6][CH:5]=[C:4]([Cl:8])[C:3]=1[N:9]1[C:13](=[O:14])[C:12]([C:15]([O:17]CC)=[O:16])=[CH:11][N:10]1[CH3:20].O1CCCC1.[OH-].[Na+]. The catalyst is CO. The product is [Cl:1][C:2]1[CH:7]=[CH:6][CH:5]=[C:4]([Cl:8])[C:3]=1[N:9]1[C:13](=[O:14])[C:12]([C:15]([OH:17])=[O:16])=[CH:11][N:10]1[CH3:20]. The yield is 0.900.